Dataset: Catalyst prediction with 721,799 reactions and 888 catalyst types from USPTO. Task: Predict which catalyst facilitates the given reaction. Reactant: [Br:1][C:2]1[CH:3]=[C:4](C(O)=O)[S:5][C:6]=1/[CH:7]=[CH:8]/[C:9]([O:11][CH2:12][CH3:13])=[O:10].C([N:19]([CH2:22]C)CC)C.C1C=CC(P(N=[N+]=[N-])(C2C=CC=CC=2)=[O:31])=CC=1.[C:41]([OH:45])([CH3:44])([CH3:43])[CH3:42]. Product: [Br:1][C:2]1[CH:3]=[C:4]([NH:19][C:22]([O:45][C:41]([CH3:44])([CH3:43])[CH3:42])=[O:31])[S:5][C:6]=1/[CH:7]=[CH:8]/[C:9]([O:11][CH2:12][CH3:13])=[O:10]. The catalyst class is: 11.